From a dataset of Plasma protein binding rate (PPBR) regression data from AstraZeneca. Regression/Classification. Given a drug SMILES string, predict its absorption, distribution, metabolism, or excretion properties. Task type varies by dataset: regression for continuous measurements (e.g., permeability, clearance, half-life) or binary classification for categorical outcomes (e.g., BBB penetration, CYP inhibition). For this dataset (ppbr_az), we predict Y. (1) The compound is Cc1nnc2n1-c1ccc(Cl)cc1C(c1ccccc1)=NC2. The Y is 71.0 %. (2) The molecule is NC(=O)c1cc(C(N)=O)n(-c2cccc(-c3cc(C(F)(F)F)ccc3C(F)(F)F)c2)n1. The Y is 96.7 %. (3) The molecule is Cc1cc(CN2Cc3ccccc3C2C(=O)Nc2ccc(Cl)cc2Cl)ccc1OCC(=O)O. The Y is 99.9 %. (4) The molecule is CCOC(=O)Nc1ccc(NCc2ccc(F)cc2)cc1N. The Y is 86.0 %. (5) The compound is CS(=O)(=O)c1ccc(-c2cc(C(F)(F)F)ccc2OCC(=O)O)c(Cl)c1. The Y is 95.8 %. (6) The molecule is COc1cc(OC)c(S(=O)(=O)N(c2ccccc2)c2ccccc2)cc1NC(=O)CCC(=O)O. The Y is 90.7 %. (7) The Y is 64.0 %. The drug is COc1ccc(C[C@H](N)C(=O)N[C@@H](Cc2ccccc2C)C(N)=O)cc1. (8) The molecule is Cc1cn([C@H]2CCCN(Cc3ccc(C(=O)O)c(Oc4cccc(Br)c4)c3)C2)c(=O)[nH]c1=O. The Y is 98.1 %.